Dataset: Full USPTO retrosynthesis dataset with 1.9M reactions from patents (1976-2016). Task: Predict the reactants needed to synthesize the given product. (1) The reactants are: [CH:1]([C:4]([CH2:15][O:16]C)([C:10](OCC)=[O:11])[C:5]([O:7][CH2:8]C)=O)([CH3:3])[CH3:2].[H-].[Al+3].[Li+].[H-].[H-].[H-].[OH-].[Na+].S(=O)(=O)(O)O. Given the product [OH:16][CH2:15][C:4]([CH2:5][O:7][CH3:8])([CH:1]([CH3:3])[CH3:2])[CH2:10][OH:11], predict the reactants needed to synthesize it. (2) Given the product [CH3:24][C:20]1[CH:19]=[C:18]2[C:23](=[CH:22][CH:21]=1)[N:15]([CH2:14][C:11]1[CH:12]=[CH:13][C:8]([C:3]3[CH:4]=[CH:5][CH:6]=[CH:7][C:2]=3[N:29]3[CH2:30][CH2:31][N:26]([CH3:25])[CH2:27][CH2:28]3)=[CH:9][CH:10]=1)[CH:16]=[CH:17]2, predict the reactants needed to synthesize it. The reactants are: Br[C:2]1[CH:7]=[CH:6][CH:5]=[CH:4][C:3]=1[C:8]1[CH:13]=[CH:12][C:11]([CH2:14][N:15]2[C:23]3[C:18](=[CH:19][C:20]([CH3:24])=[CH:21][CH:22]=3)[CH:17]=[CH:16]2)=[CH:10][CH:9]=1.[CH3:25][N:26]1[CH2:31][CH2:30][NH:29][CH2:28][CH2:27]1.C1(P(C2C=CC=CC=2)C2C=CC3C(=CC=CC=3)C=2C2C3C(=CC=CC=3)C=CC=2P(C2C=CC=CC=2)C2C=CC=CC=2)C=CC=CC=1.CC(C)([O-])C.[Na+]. (3) Given the product [CH:1]1([C@@H:7]([NH:9][C:10]([C:12]2[C:21]3[C:16](=[CH:17][CH:18]=[C:19]([F:22])[CH:20]=3)[N:15]=[C:14]([C:23]3[CH:24]=[C:25]([F:30])[CH:26]=[C:27]([F:29])[CH:28]=3)[C:13]=2[CH2:31][N:32]2[CH2:37][CH2:36][N:35]([CH2:45][C:44]([OH:47])=[O:43])[C:34](=[O:38])[CH2:33]2)=[O:11])[CH3:8])[CH2:6][CH2:5][CH2:4][CH2:3][CH2:2]1, predict the reactants needed to synthesize it. The reactants are: [CH:1]1([C@@H:7]([NH:9][C:10]([C:12]2[C:21]3[C:16](=[CH:17][CH:18]=[C:19]([F:22])[CH:20]=3)[N:15]=[C:14]([C:23]3[CH:28]=[C:27]([F:29])[CH:26]=[C:25]([F:30])[CH:24]=3)[C:13]=2[CH2:31][N:32]2[CH2:37][CH2:36][NH:35][C:34](=[O:38])[CH2:33]2)=[O:11])[CH3:8])[CH2:6][CH2:5][CH2:4][CH2:3][CH2:2]1.[H-].[Na+].C([O:43][C:44](=[O:47])[CH2:45]I)C.